This data is from Forward reaction prediction with 1.9M reactions from USPTO patents (1976-2016). The task is: Predict the product of the given reaction. (1) Given the reactants [OH:1][C:2]1[CH:3]=[C:4]([CH:8]=[CH:9][C:10]=1[CH3:11])[C:5]([OH:7])=[O:6].S(=O)(=O)(O)O.[C:17](OC(=O)C)(=[O:19])[CH3:18], predict the reaction product. The product is: [C:17]([O:1][C:2]1[CH:3]=[C:4]([CH:8]=[CH:9][C:10]=1[CH3:11])[C:5]([OH:7])=[O:6])(=[O:19])[CH3:18]. (2) Given the reactants C([Li:5])CCC.[CH:6]([NH:9][CH:10]([CH3:12])[CH3:11])([CH3:8])[CH3:7].[Li+].CC([N-]C(C)C)C.[Br:21][C:22]1[CH:23]=[N:24][CH:25]=[CH:26][C:27]=1[CH3:28].[Si:29]([O:36][N:37]=[C:38]1[C:46]2[C:41](=[CH:42][C:43]([C:47](OC)=[O:48])=[CH:44][CH:45]=2)[CH2:40][CH2:39]1)([C:32]([CH3:35])([CH3:34])[CH3:33])([CH3:31])[CH3:30].[Cl-].[NH4+], predict the reaction product. The product is: [Li+:5].[CH3:7][CH:6]([N-:9][CH:10]([CH3:12])[CH3:11])[CH3:8].[Br:21][C:22]1[CH:23]=[N:24][CH:25]=[CH:26][C:27]=1[CH2:28][C:47]([C:43]1[CH:42]=[C:41]2[C:46](=[CH:45][CH:44]=1)[C:38](=[N:37][O:36][Si:29]([C:32]([CH3:35])([CH3:34])[CH3:33])([CH3:30])[CH3:31])[CH2:39][CH2:40]2)=[O:48]. (3) Given the reactants [Cl:1][C:2]1[C:7]([CH3:8])=[CH:6][C:5]([OH:9])=[C:4]([N+:10]([O-:12])=[O:11])[CH:3]=1.[C:13]([O:17][C:18]([N:20]1[CH2:25][CH2:24][CH:23](O)[CH2:22][CH2:21]1)=[O:19])([CH3:16])([CH3:15])[CH3:14].C1(P(C2C=CC=CC=2)C2C=CC=CC=2)C=CC=CC=1, predict the reaction product. The product is: [C:13]([O:17][C:18]([N:20]1[CH2:25][CH2:24][CH:23]([O:9][C:5]2[CH:6]=[C:7]([CH3:8])[C:2]([Cl:1])=[CH:3][C:4]=2[N+:10]([O-:12])=[O:11])[CH2:22][CH2:21]1)=[O:19])([CH3:16])([CH3:14])[CH3:15]. (4) Given the reactants [NH2:1][C@@H:2]([C:8]([OH:10])=[O:9])[CH2:3][CH2:4][C:5]([OH:7])=O.[OH-].[Na+].[N:13]1[CH:18]=[CH:17][CH:16]=[C:15]([CH:19]=O)[CH:14]=1.[BH4-].[Na+], predict the reaction product. The product is: [O:7]=[C:5]1[N:1]([CH2:19][C:15]2[CH:14]=[N:13][CH:18]=[CH:17][CH:16]=2)[C@H:2]([C:8]([OH:10])=[O:9])[CH2:3][CH2:4]1. (5) Given the reactants [C:1]([NH:4][C:5]1[C:9]([Cl:10])=[C:8](Cl)[S:7][C:6]=1[C:12]([O:14][CH3:15])=[O:13])(=[O:3])[CH3:2].[NH2:16][C:17]1[CH:18]=[C:19](B(O)O)[CH:20]=[CH:21][CH:22]=1.[F-].[K+], predict the reaction product. The product is: [C:1]([NH:4][C:5]1[C:9]([Cl:10])=[C:8]([C:21]2[CH:20]=[CH:19][CH:18]=[C:17]([NH2:16])[CH:22]=2)[S:7][C:6]=1[C:12]([O:14][CH3:15])=[O:13])(=[O:3])[CH3:2]. (6) Given the reactants [F:1][C:2]([F:26])([F:25])[C:3]1[N:8]=[C:7]([O:9][CH:10]2[CH2:15][CH2:14][N:13]([C:16]([O:18][C:19]([CH3:22])([CH3:21])[CH3:20])=[O:17])[CH2:12][CH2:11]2)[CH:6]=[C:5]([CH:23]=[CH2:24])[N:4]=1.C[N+]1([O-])CC[O:31]CC1.[OH2:35], predict the reaction product. The product is: [OH:35][CH:23]([C:5]1[N:4]=[C:3]([C:2]([F:1])([F:25])[F:26])[N:8]=[C:7]([O:9][CH:10]2[CH2:15][CH2:14][N:13]([C:16]([O:18][C:19]([CH3:21])([CH3:20])[CH3:22])=[O:17])[CH2:12][CH2:11]2)[CH:6]=1)[CH2:24][OH:31]. (7) Given the reactants [O:1]=[C:2]1[CH2:7][O:6][C:5]2[N:8]=[CH:9][C:10]([C:12]([O:14][CH3:15])=[O:13])=[CH:11][C:4]=2[NH:3]1.C(=O)([O-])[O-].[K+].[K+].[CH2:22](Br)[C:23]1[CH:28]=[CH:27][CH:26]=[CH:25][CH:24]=1, predict the reaction product. The product is: [CH2:22]([N:3]1[C:2](=[O:1])[CH2:7][O:6][C:5]2[N:8]=[CH:9][C:10]([C:12]([O:14][CH3:15])=[O:13])=[CH:11][C:4]1=2)[C:23]1[CH:28]=[CH:27][CH:26]=[CH:25][CH:24]=1. (8) Given the reactants [F:1][CH:2]([C:6]1[CH:11]=[CH:10][CH:9]=[CH:8][CH:7]=1)[C:3]([OH:5])=O.[CH2:12]([O:14][C:15](=[O:19])[C@H:16]([CH3:18])[NH2:17])[CH3:13], predict the reaction product. The product is: [CH2:12]([O:14][C:15](=[O:19])[C@H:16]([CH3:18])[NH:17][C:3](=[O:5])[CH:2]([C:6]1[CH:11]=[CH:10][CH:9]=[CH:8][CH:7]=1)[F:1])[CH3:13].